From a dataset of CYP2C19 inhibition data for predicting drug metabolism from PubChem BioAssay. Regression/Classification. Given a drug SMILES string, predict its absorption, distribution, metabolism, or excretion properties. Task type varies by dataset: regression for continuous measurements (e.g., permeability, clearance, half-life) or binary classification for categorical outcomes (e.g., BBB penetration, CYP inhibition). Dataset: cyp2c19_veith. (1) The molecule is C[C@@H]1CC[C@@]2(C(=O)O)CC[C@]3(C)C(=CC[C@@H]4[C@]3(C)CC[C@H]3C(C)(C)[C@H](O)CC[C@]43C)[C@H]2[C@@H]1C. The result is 0 (non-inhibitor). (2) The molecule is CC(=O)[C@H]([C@@H](c1ccccc1)N1CCOCC1)N1CCOCC1. The result is 0 (non-inhibitor). (3) The drug is Cc1ccccc1-c1cc(-c2ccccc2O)on1. The result is 1 (inhibitor).